This data is from NCI-60 drug combinations with 297,098 pairs across 59 cell lines. The task is: Regression. Given two drug SMILES strings and cell line genomic features, predict the synergy score measuring deviation from expected non-interaction effect. Drug 1: CN(C)N=NC1=C(NC=N1)C(=O)N. Drug 2: CC12CCC3C(C1CCC2O)C(CC4=C3C=CC(=C4)O)CCCCCCCCCS(=O)CCCC(C(F)(F)F)(F)F. Cell line: OVCAR3. Synergy scores: CSS=-0.254, Synergy_ZIP=-1.11, Synergy_Bliss=-1.16, Synergy_Loewe=-3.28, Synergy_HSA=-2.90.